This data is from Full USPTO retrosynthesis dataset with 1.9M reactions from patents (1976-2016). The task is: Predict the reactants needed to synthesize the given product. (1) Given the product [OH:32][CH2:33][CH2:34][N:35]([C:29]([C:28]1[NH:27][CH:26]=[N:25][C:24]=1[CH3:23])=[O:31])[CH:36]1[CH2:41][CH2:40][N:39]([C:42]([O:44][C:45]([CH3:48])([CH3:47])[CH3:46])=[O:43])[CH2:38][CH2:37]1, predict the reactants needed to synthesize it. The reactants are: C1C=CC2N(O)N=NC=2C=1.CCN=C=NCCCN(C)C.Cl.[CH3:23][C:24]1[N:25]=[CH:26][NH:27][C:28]=1[C:29]([OH:31])=O.[OH:32][CH2:33][CH2:34][NH:35][CH:36]1[CH2:41][CH2:40][N:39]([C:42]([O:44][C:45]([CH3:48])([CH3:47])[CH3:46])=[O:43])[CH2:38][CH2:37]1.C[Si](C)(C)NC(=O)C. (2) Given the product [S:8]1[CH:12]=[CH:11][C:10]([C@H:13]2[C@H:22]3[CH2:23][CH2:24][N:25]([C:26]([C@H:45]4[CH2:46][CH2:47][CH2:48][C@H:44]4[NH:43][C:35](=[O:42])[C:36]4[CH:41]=[CH:40][CH:39]=[CH:38][CH:37]=4)=[O:28])[C@H:21]3[C:16]3[CH:17]=[CH:18][CH:19]=[CH:20][C:15]=3[NH:14]2)=[CH:9]1, predict the reactants needed to synthesize it. The reactants are: C(O)(C(F)(F)F)=O.[S:8]1[CH:12]=[CH:11][C:10]([C@H:13]2[C@H:22]3[CH2:23][CH2:24][N:25]([C:26]([O:28]C(C)(C)C)=O)[C@H:21]3[C:20]3[CH:19]=[CH:18][CH:17]=[CH:16][C:15]=3[NH:14]2)=[CH:9]1.[OH-].[Na+].[C:35]([NH:43][C@@H:44]1[CH2:48][CH2:47][CH2:46][C@@H:45]1C(O)=O)(=[O:42])[C:36]1[CH:41]=[CH:40][CH:39]=[CH:38][CH:37]=1.C(N(CC)CC)C.CCOC(OC(OCC)=O)=O.